Dataset: Forward reaction prediction with 1.9M reactions from USPTO patents (1976-2016). Task: Predict the product of the given reaction. (1) Given the reactants C[Si]([N-][Si](C)(C)C)(C)C.[K+].[CH3:11][N:12]([CH2:30][CH:31]([C:33]1[CH:38]=[CH:37][CH:36]=[CH:35][CH:34]=1)[OH:32])[CH2:13][C:14]1[CH:19]=[CH:18][C:17]([C:20]2[CH:25]=[CH:24][CH:23]=[CH:22][C:21]=2[C:26]([F:29])([F:28])[F:27])=[CH:16][CH:15]=1.I[CH3:40], predict the reaction product. The product is: [CH3:40][O:32][CH:31]([C:33]1[CH:38]=[CH:37][CH:36]=[CH:35][CH:34]=1)[CH2:30][N:12]([CH3:11])[CH2:13][C:14]1[CH:15]=[CH:16][C:17]([C:20]2[CH:25]=[CH:24][CH:23]=[CH:22][C:21]=2[C:26]([F:28])([F:29])[F:27])=[CH:18][CH:19]=1. (2) The product is: [Br:16][CH2:7][C:6]1[N:5]([CH3:8])[N:4]([CH:9]2[CH2:10][CH2:11][CH2:12][CH2:13][CH2:14]2)[C:3](=[O:15])[C:2]=1[Cl:1]. Given the reactants [Cl:1][C:2]1[C:3](=[O:15])[N:4]([CH:9]2[CH2:14][CH2:13][CH2:12][CH2:11][CH2:10]2)[N:5]([CH3:8])[C:6]=1[CH3:7].[Br:16]N1C(=O)CCC1=O, predict the reaction product. (3) Given the reactants FC(F)(F)S(O[C:7]1[C:11]2[C:12]([O:16][CH3:17])=[N:13][CH:14]=[CH:15][C:10]=2[N:9]([C:18]2[C:23]([F:24])=[CH:22][CH:21]=[CH:20][C:19]=2[F:25])[N:8]=1)(=O)=O.CC1(C)C(C)(C)OB([C:36]2[CH:41]=[CH:40][C:39]([S:42]([NH2:45])(=[O:44])=[O:43])=[CH:38][CH:37]=2)O1.C(=O)([O-])[O-].[K+].[K+], predict the reaction product. The product is: [F:24][C:23]1[CH:22]=[CH:21][CH:20]=[C:19]([F:25])[C:18]=1[N:9]1[C:10]2[CH:15]=[CH:14][N:13]=[C:12]([O:16][CH3:17])[C:11]=2[C:7]([C:36]2[CH:41]=[CH:40][C:39]([S:42]([NH2:45])(=[O:44])=[O:43])=[CH:38][CH:37]=2)=[N:8]1. (4) Given the reactants [CH2:1]([O:8][C:9](=[O:24])[CH2:10][CH2:11][C@H:12]([NH:16][C:17]([O:19][C:20]([CH3:23])([CH3:22])[CH3:21])=[O:18])[C:13]([OH:15])=[O:14])[C:2]1[CH:7]=[CH:6][CH:5]=[CH:4][CH:3]=1.[CH:25]1(O)[CH2:29][CH2:28][CH2:27][CH2:26]1.CCN=C=NCCCN(C)C.CCOCC, predict the reaction product. The product is: [CH:25]1([O:14][C:13](=[O:15])[C@@H:12]([NH:16][C:17]([O:19][C:20]([CH3:21])([CH3:23])[CH3:22])=[O:18])[CH2:11][CH2:10][C:9]([O:8][CH2:1][C:2]2[CH:7]=[CH:6][CH:5]=[CH:4][CH:3]=2)=[O:24])[CH2:29][CH2:28][CH2:27][CH2:26]1. (5) The product is: [C:28]([C:27]1[CH:30]=[CH:31][C:24]([C:23]2[C:3]([C:4]([O:6][CH2:7][C:8]3[CH:9]=[CH:10][CH:11]=[CH:12][CH:13]=3)=[O:5])=[C:2]([CH2:14][CH2:15][CH3:16])[NH:19][C:22]=2[CH3:32])=[CH:25][CH:26]=1)#[N:29]. Given the reactants O=[C:2]([CH2:14][CH2:15][CH3:16])[CH2:3][C:4]([O:6][CH2:7][C:8]1[CH:13]=[CH:12][CH:11]=[CH:10][CH:9]=1)=[O:5].[OH-].[K+].[N+:19]([C:22]([CH3:32])=[CH:23][C:24]1[CH:31]=[CH:30][C:27]([C:28]#[N:29])=[CH:26][CH:25]=1)([O-])=O.[Cl-].[Na+].Cl, predict the reaction product.